This data is from Experimentally validated miRNA-target interactions with 360,000+ pairs, plus equal number of negative samples. The task is: Binary Classification. Given a miRNA mature sequence and a target amino acid sequence, predict their likelihood of interaction. (1) The miRNA is mmu-miR-880-3p with sequence UACUCCAUCCUCUCUGAGUAGA. The protein sequence of the target gene is MEPRTGDAADPRGSRGGRGPSPLAGPSARQLLARLDARPLAARAAVDVAALVRRAGATLRLRRKEAVSVLDSADIEVTDSRLPHATIVDHRPQHRWLETCNAPPQLIQGKARSAPKPSQASGHFSVELVRGYAGFGLTLGGGRDVAGDTPLAVRGLLKDGPAQRCGRLEVGDLVLHINGESTQGLTHAQAVERIRAGGPQLHLVIRRPLETHPGKPRGVGEPRKGVVPSWPDRSPDPGGPEVTGSRSSSTSLVQHPPSRTTLKKTRGSPEPSPEAAADGPTVSPPERRAEDPNDQIPGSP.... Result: 0 (no interaction). (2) The miRNA is mmu-miR-208a-3p with sequence AUAAGACGAGCAAAAAGCUUGU. The protein sequence of the target gene is MGKKHKKHKSDRHFYEEYVEKPLKLVLKVGGSEVTELSTGSSGHDSSLFEDRSDHDKHKDRKRKKRKKGEKQAPGEEKGRKRRRVKEDKKKRDRDRAENEVDRDLQCHVPIRLDLPPEKPLTSSLAKQEEVEQTPLQEALNQLMRQLQRKDPSAFFSFPVTDFIAPGYSMIIKHPMDFSTMKEKIKNNDYQSIEELKDNFKLMCTNAMIYNKPETIYYKAAKKLLHSGMKILSQERIQSLKQSIDFMSDLQKTRKQKERTDACQSGEDSGCWQREREDSGDAETQAFRSPAKDNKRKDKD.... Result: 0 (no interaction). (3) Result: 1 (interaction). The miRNA is hsa-miR-5186 with sequence AGAGAUUGGUAGAAAUCAGGU. The protein sequence of the target gene is MPRVYIGRLSYNVREKDIQRFFSGYGRLLEVDLKNGYGFVEFEDSRDADDAVYELNGKELCGERVIVEHARGPRRDRDGYSYGSRSGGGGYSSRRTSGRDKYGPPVRTEYRLIVENLSSRCSWQDLKDFMRQAGEVTYADAHKERTNEGVIEFRSYSDMKRALDKLDGTEINGRNIRLIEDKPRTSHRRSYSGSRSRSRSRRRSRSRSRRSSRSRSRSISKSRSRSRSRSKGRSRSRSKGRKSRSKSKSKPKSDRGSHSHSRSRSKDEYEKSRSRSRSRSPKENGKGDIKSKSRSRSQSR.... (4) The miRNA is hsa-miR-6849-5p with sequence GAGUGGAUAGGGGAGUGUGUGGA. The protein sequence of the target gene is MAAPMNGQVCVVTGASRGIGRGIALQLCKAGATVYITGRHLDTLRVVAQEAQSLGGQCVPVVCDSSQESEVRSLFEQVDREQQGRLDVLVNNAYAGVQTILNTRNKAFWETPASMWDDINNVGLRGHYFCSVYGARLMVPAGQGLIVVISSPGSLQYMFNVPYGVGKAACDKLAADCAHELRRHGVSCVSLWPGIVQTELLKEHMAKEEVLQDPVLKQFKSAFSSAETTELSGKCVVALATDPNILSLSGKVLPSCDLARRYGLRDVDGRPVQDYLSLSSVLSHVSGLGWLASYLPSFLR.... Result: 0 (no interaction). (5) The miRNA is hsa-miR-6070 with sequence CCGGUUCCAGUCCCUGGAG. The protein sequence of the target gene is MTAASRANPYSIVSSEEDGLHLVTMSGANGFGNGKVHTRRRCRNRFVKKNGQCNIEFANMDEKSQRYLADMFTTCVDIRWRYMLLIFSLAFLASWLLFGIIFWVIAVAHGDLEPAEGRGRTPCVLQVHGFMAAFLFSIETQTTIGYGLRCVTEECPVAVFMVVAQSIVGCIIDSFMIGAIMAKMARPKKRAQTLLFSHNAVVALRDGKLCLMWRVGNLRKSHIVEAHVRAQLIKPRVTEEGEYIPLDQIDIDVGFDKGLDRIFLVSPITILHEIDEASPLFGISRQDLETDDFEIVVILE.... Result: 0 (no interaction).